Dataset: Forward reaction prediction with 1.9M reactions from USPTO patents (1976-2016). Task: Predict the product of the given reaction. (1) The product is: [C:22]([CH:10]1[C:11](=[O:15])[CH2:12][CH2:13][CH2:14][C:9]1=[O:8])(=[O:16])[CH3:23]. Given the reactants [Al+3].[Cl-].[Cl-].[Cl-].C([O:8][C:9]1[CH2:14][CH2:13][CH2:12][C:11](=[O:15])[CH:10]=1)(=O)C.[OH:16]S(O)(=O)=O.Cl[CH:22](Cl)[CH3:23], predict the reaction product. (2) Given the reactants [NH2:1][C:2]1[N:3]=[CH:4][C:5]([C:8]2[C:9]([F:19])=[C:10]([OH:18])[C:11]([CH:14]3[CH2:17][CH2:16][CH2:15]3)=[CH:12][CH:13]=2)=[N:6][CH:7]=1.Br[CH2:21][C:22]1[CH:27]=[CH:26][C:25]([Cl:28])=[CH:24][C:23]=1[Cl:29], predict the reaction product. The product is: [CH:14]1([C:11]2[CH:12]=[CH:13][C:8]([C:5]3[N:6]=[CH:7][C:2]([NH2:1])=[N:3][CH:4]=3)=[C:9]([F:19])[C:10]=2[O:18][CH2:21][C:22]2[CH:27]=[CH:26][C:25]([Cl:28])=[CH:24][C:23]=2[Cl:29])[CH2:15][CH2:16][CH2:17]1. (3) The product is: [CH2:1]([C:8]1[CH:9]=[N:10][C:11]2[C:16]([C:17]=1[C:18]1[CH:19]=[C:20]([NH:24][CH2:32][C:31]3[CH:34]=[C:35]([O:38][CH3:39])[CH:36]=[CH:37][C:30]=3[F:29])[CH:21]=[CH:22][CH:23]=1)=[CH:15][CH:14]=[CH:13][C:12]=2[C:25]([F:28])([F:26])[F:27])[C:2]1[CH:3]=[CH:4][CH:5]=[CH:6][CH:7]=1. Given the reactants [CH2:1]([C:8]1[CH:9]=[N:10][C:11]2[C:16]([C:17]=1[C:18]1[CH:19]=[C:20]([NH2:24])[CH:21]=[CH:22][CH:23]=1)=[CH:15][CH:14]=[CH:13][C:12]=2[C:25]([F:28])([F:27])[F:26])[C:2]1[CH:7]=[CH:6][CH:5]=[CH:4][CH:3]=1.[F:29][C:30]1[CH:37]=[CH:36][C:35]([O:38][CH3:39])=[CH:34][C:31]=1[CH:32]=O, predict the reaction product. (4) Given the reactants C(OC([N:8]1[CH2:13][CH2:12][N:11]([C:14](=[O:23])[NH:15][C:16]2[CH:21]=[CH:20][C:19]([F:22])=[CH:18][CH:17]=2)[CH2:10][CH2:9]1)=O)(C)(C)C, predict the reaction product. The product is: [F:22][C:19]1[CH:18]=[CH:17][C:16]([NH:15][C:14]([N:11]2[CH2:10][CH2:9][NH:8][CH2:13][CH2:12]2)=[O:23])=[CH:21][CH:20]=1.